Dataset: Full USPTO retrosynthesis dataset with 1.9M reactions from patents (1976-2016). Task: Predict the reactants needed to synthesize the given product. The reactants are: [Br:1][C:2]1[CH:16]=[CH:15][C:5]([N:6]([CH2:11][CH:12]([CH3:14])[CH3:13])[CH2:7][CH:8]([CH3:10])[CH3:9])=[C:4]([N+:17]([O-:19])=[O:18])[CH:3]=1.[Cl:20]N1C(=O)CCC1=O. Given the product [Br:1][C:2]1[CH:3]=[C:4]([N+:17]([O-:19])=[O:18])[C:5]([N:6]([CH2:7][CH:8]([CH3:9])[CH3:10])[CH2:11][CH:12]([CH3:14])[CH3:13])=[C:15]([Cl:20])[CH:16]=1, predict the reactants needed to synthesize it.